Dataset: Catalyst prediction with 721,799 reactions and 888 catalyst types from USPTO. Task: Predict which catalyst facilitates the given reaction. Reactant: [CH:1]1([CH2:4][O:5][C:6]2[CH:14]=[CH:13][C:9]3[O:10][CH2:11][O:12][C:8]=3[C:7]=2[C:15]2[C:16]3[NH:23][C:22]([CH3:24])=[C:21]([C:25](O)=[O:26])[C:17]=3[N:18]=[CH:19][N:20]=2)[CH2:3][CH2:2]1.CCN(C(C)C)C(C)C.[NH2:37][C@H:38]([CH2:66][C:67]1[CH:72]=[CH:71][CH:70]=[CH:69][CH:68]=1)[C:39]([N:41]1[CH2:46][CH2:45][CH:44]([N:47]2[C:52](=[O:53])[C:51]([CH3:55])([CH3:54])[CH2:50][C:49]([C:56]3[CH:61]=[CH:60][C:59]([O:62][CH3:63])=[C:58]([O:64][CH3:65])[CH:57]=3)=[N:48]2)[CH2:43][CH2:42]1)=[O:40].CCOC(C(C#N)=NOC(N1CCOCC1)=[N+](C)C)=O.F[P-](F)(F)(F)(F)F.C(=O)(O)[O-].[Na+]. Product: [CH:1]1([CH2:4][O:5][C:6]2[CH:14]=[CH:13][C:9]3[O:10][CH2:11][O:12][C:8]=3[C:7]=2[C:15]2[C:16]3[NH:23][C:22]([CH3:24])=[C:21]([C:25]([NH:37][C@H:38]([CH2:66][C:67]4[CH:72]=[CH:71][CH:70]=[CH:69][CH:68]=4)[C:39]([N:41]4[CH2:42][CH2:43][CH:44]([N:47]5[C:52](=[O:53])[C:51]([CH3:55])([CH3:54])[CH2:50][C:49]([C:56]6[CH:61]=[CH:60][C:59]([O:62][CH3:63])=[C:58]([O:64][CH3:65])[CH:57]=6)=[N:48]5)[CH2:45][CH2:46]4)=[O:40])=[O:26])[C:17]=3[N:18]=[CH:19][N:20]=2)[CH2:3][CH2:2]1. The catalyst class is: 2.